This data is from Forward reaction prediction with 1.9M reactions from USPTO patents (1976-2016). The task is: Predict the product of the given reaction. (1) Given the reactants [CH2:1]([O:8][C:9](=[O:27])[NH:10][CH2:11][CH:12]([C:20]1[CH:25]=[CH:24][C:23](Br)=[CH:22][CH:21]=1)[C:13]1[CH:18]=[CH:17][C:16]([F:19])=[CH:15][CH:14]=1)[C:2]1[CH:7]=[CH:6][CH:5]=[CH:4][CH:3]=1.CC1(C)C(C)(C)OB([C:36]2[CH:37]=[N:38][NH:39][CH:40]=2)O1, predict the reaction product. The product is: [CH2:1]([O:8][C:9](=[O:27])[NH:10][CH2:11][CH:12]([C:13]1[CH:18]=[CH:17][C:16]([F:19])=[CH:15][CH:14]=1)[C:20]1[CH:25]=[CH:24][C:23]([C:36]2[CH:37]=[N:38][NH:39][CH:40]=2)=[CH:22][CH:21]=1)[C:2]1[CH:7]=[CH:6][CH:5]=[CH:4][CH:3]=1. (2) Given the reactants [CH3:1][O:2][C:3]1[CH:4]=[C:5]([CH:11]=[CH:12][CH:13]=1)[C:6]([O:8]CC)=O.[Li+].C[Si]([N-][Si](C)(C)C)(C)C.[Cl:24][C:25]1[N:30]=[C:29]([CH3:31])[CH:28]=[CH:27][N:26]=1, predict the reaction product. The product is: [Cl:24][C:25]1[N:30]=[C:29]([CH2:31][C:6]([C:5]2[CH:11]=[CH:12][CH:13]=[C:3]([O:2][CH3:1])[CH:4]=2)=[O:8])[CH:28]=[CH:27][N:26]=1. (3) Given the reactants [Br:1][CH2:2][CH2:3][CH2:4][CH2:5][O:6][C:7]1[CH:14]=[CH:13][C:10]([CH:11]=O)=[C:9]([OH:15])[CH:8]=1.[OH2:16].[NH2:17][NH2:18], predict the reaction product. The product is: [N:17](=[CH:11]/[C:10]1[C:9]([OH:16])=[CH:8][C:7]([O:6][CH2:5][CH2:4][CH2:3][CH2:2][Br:1])=[CH:14][CH:13]=1)\[N:18]=[CH:11]\[C:10]1[C:9]([OH:15])=[CH:8][C:7]([O:6][CH2:5][CH2:4][CH2:3][CH2:2][Br:1])=[CH:14][CH:13]=1. (4) The product is: [C:1]([O:4][CH2:5][C@@H:6]1[C@@H:11]([O:12][C:13](=[O:15])[CH3:14])[C@H:10]([O:16][C:17](=[O:19])[CH3:18])[C@@H:9]([O:20][C:21](=[O:23])[CH3:22])[C@H:8]([N:24]2[C:32]3[C:27](=[C:28]([CH3:33])[CH:29]=[CH:30][CH:31]=3)[C:26]([CH2:34][C:36]3[CH:37]=[CH:38][C:39]([O:42][CH2:43][C:44]4[CH:49]=[CH:48][CH:47]=[CH:46][CH:45]=4)=[CH:40][CH:41]=3)=[CH:25]2)[O:7]1)(=[O:3])[CH3:2]. Given the reactants [C:1]([O:4][CH2:5][C@@H:6]1[C@@H:11]([O:12][C:13](=[O:15])[CH3:14])[C@H:10]([O:16][C:17](=[O:19])[CH3:18])[C@@H:9]([O:20][C:21](=[O:23])[CH3:22])[C@H:8]([N:24]2[C:32]3[C:27](=[C:28]([CH3:33])[CH:29]=[CH:30][CH:31]=3)[C:26]([CH:34]([C:36]3[CH:41]=[CH:40][C:39]([O:42][CH2:43][C:44]4[CH:49]=[CH:48][CH:47]=[CH:46][CH:45]=4)=[CH:38][CH:37]=3)O)=[CH:25]2)[O:7]1)(=[O:3])[CH3:2].C([SiH](CC)CC)C.B(F)(F)F.CCOCC.C([O-])(O)=O.[Na+], predict the reaction product. (5) Given the reactants Br[C:2]1[CH:10]=[CH:9][C:5]([C:6]([NH2:8])=[O:7])=[C:4]([CH3:11])[CH:3]=1.[CH3:12][C:13]1([CH3:29])[C:17]([CH3:19])([CH3:18])[O:16][B:15]([B:15]2[O:16][C:17]([CH3:19])([CH3:18])[C:13]([CH3:29])([CH3:12])[O:14]2)[O:14]1.CC([O-])=O.[K+], predict the reaction product. The product is: [CH3:11][C:4]1[CH:3]=[C:2]([B:15]2[O:16][C:17]([CH3:19])([CH3:18])[C:13]([CH3:29])([CH3:12])[O:14]2)[CH:10]=[CH:9][C:5]=1[C:6]([NH2:8])=[O:7].